This data is from Full USPTO retrosynthesis dataset with 1.9M reactions from patents (1976-2016). The task is: Predict the reactants needed to synthesize the given product. Given the product [CH2:6]([C:9]1([CH2:23][CH2:24][CH3:25])[C:21]2[CH:20]=[C:19]([B:28]([OH:29])[OH:27])[CH:18]=[CH:17][C:16]=2[C:15]2[C:10]1=[CH:11][CH:12]=[CH:13][CH:14]=2)[CH2:7][CH3:8], predict the reactants needed to synthesize it. The reactants are: C([Li])(C)(C)C.[CH2:6]([C:9]1([CH2:23][CH2:24][CH3:25])[C:21]2[CH:20]=[C:19](Br)[CH:18]=[CH:17][C:16]=2[C:15]2[C:10]1=[CH:11][CH:12]=[CH:13][CH:14]=2)[CH2:7][CH3:8].C[O:27][B:28](OC)[O:29]C.Cl.